This data is from Forward reaction prediction with 1.9M reactions from USPTO patents (1976-2016). The task is: Predict the product of the given reaction. (1) The product is: [C:1](=[N:14][CH:15]([CH2:34][C:31]1[CH:32]=[CH:33][C:28]([Br:27])=[CH:29][C:30]=1[Cl:36])[C:16]([N:18]1[CH2:19][C:20]2[C:25](=[CH:24][CH:23]=[CH:22][CH:21]=2)[CH2:26]1)=[O:17])([C:2]1[CH:3]=[CH:4][CH:5]=[CH:6][CH:7]=1)[C:8]1[CH:13]=[CH:12][CH:11]=[CH:10][CH:9]=1. Given the reactants [C:1](=[N:14][CH2:15][C:16]([N:18]1[CH2:26][C:25]2[C:20](=[CH:21][CH:22]=[CH:23][CH:24]=2)[CH2:19]1)=[O:17])([C:8]1[CH:13]=[CH:12][CH:11]=[CH:10][CH:9]=1)[C:2]1[CH:7]=[CH:6][CH:5]=[CH:4][CH:3]=1.[Br:27][C:28]1[CH:33]=[CH:32][C:31]([CH2:34]Br)=[C:30]([Cl:36])[CH:29]=1.[OH-].[K+], predict the reaction product. (2) Given the reactants [CH3:1][N:2]1[C:10]2[C@@:9]3([CH3:14])[C:11]([CH3:13])([CH3:12])[C@H:6]([CH2:7][CH2:8]3)[C:5]=2[C:4](=[O:15])[NH:3]1.[F:16][C:17]1[CH:24]=[C:23]([F:25])[CH:22]=[CH:21][C:18]=1[CH2:19]Br, predict the reaction product. The product is: [F:16][C:17]1[CH:24]=[C:23]([F:25])[CH:22]=[CH:21][C:18]=1[CH2:19][N:3]1[C:4](=[O:15])[C:5]2[C@@H:6]3[C:11]([CH3:12])([CH3:13])[C@@:9]([CH3:14])([CH2:8][CH2:7]3)[C:10]=2[N:2]1[CH3:1]. (3) Given the reactants [Br:1][C:2]1[CH:3]=[C:4]([OH:8])[CH:5]=[CH:6][CH:7]=1.[Cl-].[Mg+2].[Cl-].C(N(CC)CC)C.[CH2:19]=[O:20], predict the reaction product. The product is: [Br:1][C:2]1[CH:7]=[CH:6][C:5]([CH:19]=[O:20])=[C:4]([OH:8])[CH:3]=1. (4) Given the reactants Br[CH2:2][C@@:3]1([OH:27])[C@@H:8]([CH3:9])[CH2:7][C:6]([C:10]2[CH:15]=[CH:14][N:13]=[CH:12][C:11]=2[N+:16]([O-:18])=[O:17])=[CH:5][C@H:4]1[O:19][Si:20]([C:23]([CH3:26])([CH3:25])[CH3:24])([CH3:22])[CH3:21].C(=O)([O-])[O-].[K+].[K+], predict the reaction product. The product is: [Si:20]([O:19][C@@H:4]1[CH:5]=[C:6]([C:10]2[CH:15]=[CH:14][N:13]=[CH:12][C:11]=2[N+:16]([O-:18])=[O:17])[CH2:7][C@H:8]([CH3:9])[C@:3]21[O:27][CH2:2]2)([C:23]([CH3:26])([CH3:25])[CH3:24])([CH3:22])[CH3:21]. (5) Given the reactants Br[CH2:2][C:3](=[O:8])[C:4]([F:7])([F:6])[F:5].[N:9]#[C:10][NH2:11].C([O-])(=O)C.[Na+].C(=O)(O)[O-].[Na+], predict the reaction product. The product is: [F:5][C:4]([F:7])([F:6])[C:3]1[O:8][C:10]([NH2:11])=[N:9][CH:2]=1.